The task is: Predict the reaction yield, written as a fraction of the theoretical maximum amount of product (1.0 means a 100% yield; for example, 0.34 means a 34% yield).. This data is from Reaction yield outcomes from USPTO patents with 853,638 reactions. (1) The yield is 0.690. The product is [CH2:1]([N:8]1[CH2:13][CH2:12][CH:11]([CH3:14])[CH:10]([NH:23][CH3:22])[CH2:9]1)[C:2]1[CH:7]=[CH:6][CH:5]=[CH:4][CH:3]=1. The catalyst is O1CCCC1. The reactants are [CH2:1]([N:8]1[CH2:13][CH2:12][CH:11]([CH3:14])[C:10](=O)[CH2:9]1)[C:2]1[CH:7]=[CH:6][CH:5]=[CH:4][CH:3]=1.CO.C(O)(=O)C.[CH3:22][NH2:23]. (2) The reactants are Br[C:2]1[CH:16]=[N:15][C:5]2[NH:6][C:7]3[CH:12]=[N:11][C:10]([C:13]#[N:14])=[CH:9][C:8]=3[C:4]=2[CH:3]=1.[Cl-].[Li+].CCN(C(C)C)C(C)C.C([Sn](CCCC)(CCCC)[C:33]1[S:34][CH:35]=[CH:36][N:37]=1)CCC.[F-].[K+]. The catalyst is CN(C=O)C.C1C=CC([P]([Pd]([P](C2C=CC=CC=2)(C2C=CC=CC=2)C2C=CC=CC=2)([P](C2C=CC=CC=2)(C2C=CC=CC=2)C2C=CC=CC=2)[P](C2C=CC=CC=2)(C2C=CC=CC=2)C2C=CC=CC=2)(C2C=CC=CC=2)C2C=CC=CC=2)=CC=1. The product is [S:34]1[CH:35]=[CH:36][N:37]=[C:33]1[C:2]1[CH:16]=[N:15][C:5]2[NH:6][C:7]3[CH:12]=[N:11][C:10]([C:13]#[N:14])=[CH:9][C:8]=3[C:4]=2[CH:3]=1. The yield is 0.180.